Dataset: Full USPTO retrosynthesis dataset with 1.9M reactions from patents (1976-2016). Task: Predict the reactants needed to synthesize the given product. (1) The reactants are: [F:1][C:2]1[CH:3]=[C:4]([CH:36]=[CH:37][C:38]=1[OH:39])[C:5]([N:7]([CH:33]([CH3:35])[CH3:34])[C:8]1[CH:13]=[C:12]([O:14][CH3:15])[CH:11]=[CH:10][C:9]=1[CH:16]1[CH2:25][CH2:24][C:23]2[CH:22]=[C:21]([O:26]C(=O)C(C)(C)C)[CH:20]=[CH:19][C:18]=2[CH2:17]1)=O.Cl[CH2:41][C:42]([NH:44][CH2:45][CH2:46][F:47])=O. Given the product [F:1][C:2]1[CH:3]=[C:4]([CH:36]=[CH:37][C:38]=1[O:39][CH2:41][CH2:42][NH:44][CH2:45][CH2:46][F:47])[CH2:5][N:7]([CH:33]([CH3:35])[CH3:34])[C:8]1[CH:13]=[C:12]([O:14][CH3:15])[CH:11]=[CH:10][C:9]=1[CH:16]1[CH2:25][CH2:24][C:23]2[CH:22]=[C:21]([OH:26])[CH:20]=[CH:19][C:18]=2[CH2:17]1, predict the reactants needed to synthesize it. (2) Given the product [C:1]([C:3]1[CH:4]=[C:5]([CH:10]=[CH:11][C:12]=1[O:13][CH:16]([CH3:20])[CH3:17])[C:6]([O:8][CH3:9])=[O:7])#[N:2], predict the reactants needed to synthesize it. The reactants are: [C:1]([C:3]1[CH:4]=[C:5]([CH:10]=[CH:11][C:12]=1[OH:13])[C:6]([O:8][CH3:9])=[O:7])#[N:2].[BH4-].[Na+].[CH2:16]1[CH2:20]OC[CH2:17]1.CO. (3) Given the product [NH2:7][CH:4]([CH2:5][CH3:6])[CH:3]([OH:10])[C:2]([F:12])([F:11])[F:1], predict the reactants needed to synthesize it. The reactants are: [F:1][C:2]([F:12])([F:11])[CH:3]([OH:10])[CH:4]([N+:7]([O-])=O)[CH2:5][CH3:6]. (4) Given the product [CH:14]1([C:12]([C:6]2[CH:7]=[N:8][C:9]3[C:4]([C:5]=2[NH:17][C:18]2[CH:19]=[N:20][C:21]([NH:24][CH2:25][CH2:26][N:27]([CH3:28])[CH3:29])=[CH:22][CH:23]=2)=[CH:3][C:2]([C:35]2[CH:36]=[C:31]([Cl:30])[C:32]([OH:47])=[C:33]([Cl:46])[CH:34]=2)=[CH:11][CH:10]=3)=[O:13])[CH2:16][CH2:15]1, predict the reactants needed to synthesize it. The reactants are: Br[C:2]1[CH:3]=[C:4]2[C:9](=[CH:10][CH:11]=1)[N:8]=[CH:7][C:6]([C:12]([CH:14]1[CH2:16][CH2:15]1)=[O:13])=[C:5]2[NH:17][C:18]1[CH:19]=[N:20][C:21]([NH:24][CH2:25][CH2:26][N:27]([CH3:29])[CH3:28])=[CH:22][CH:23]=1.[Cl:30][C:31]1[CH:36]=[C:35](B2OC(C)(C)C(C)(C)O2)[CH:34]=[C:33]([Cl:46])[C:32]=1[OH:47].